From a dataset of Catalyst prediction with 721,799 reactions and 888 catalyst types from USPTO. Predict which catalyst facilitates the given reaction. (1) Reactant: CC(OI1(OC(C)=O)(OC(C)=O)OC(=O)C2C=CC=CC1=2)=O.[CH3:23][O:24][C:25]1[CH:45]=[CH:44][C:28]([CH2:29][O:30][C:31]2[C:36]([N:37]3[CH2:42][CH2:41][CH:40]([OH:43])[CH2:39][CH2:38]3)=[CH:35][CH:34]=[CH:33][N:32]=2)=[CH:27][CH:26]=1. Product: [CH3:23][O:24][C:25]1[CH:26]=[CH:27][C:28]([CH2:29][O:30][C:31]2[C:36]([N:37]3[CH2:42][CH2:41][C:40](=[O:43])[CH2:39][CH2:38]3)=[CH:35][CH:34]=[CH:33][N:32]=2)=[CH:44][CH:45]=1. The catalyst class is: 4. (2) The catalyst class is: 12. Product: [F:10][CH:9]([F:11])[O:8][C:5]1[N:6]=[CH:7][C:2]([B:12]([OH:16])[OH:13])=[CH:3][CH:4]=1. Reactant: Cl[C:2]1[CH:3]=[CH:4][C:5]([O:8][CH:9]([F:11])[F:10])=[N:6][CH:7]=1.[B:12]1(B2OC(C)(C)C(C)(C)O2)[O:16]C(C)(C)C(C)(C)[O:13]1.C(Cl)Cl.C([O-])(=O)C.[K+]. (3) Product: [CH3:1][CH:2]([CH2:3][C:4](=[O:5])[NH:10][C:11]1[CH:16]=[CH:15][N:14]=[CH:13][CH:12]=1)[CH2:8][C:7]([OH:6])=[O:9]. The catalyst class is: 4. Reactant: [CH3:1][CH:2]1[CH2:8][C:7](=[O:9])[O:6][C:4](=[O:5])[CH2:3]1.[NH2:10][C:11]1[CH:16]=[CH:15][N:14]=[CH:13][CH:12]=1. (4) Reactant: O[C:2]1[CH:3]=[CH:4][C:5]([CH:8]=[C:9]2[NH:14][C:13](=[O:15])[C:12](=[CH:16][CH2:17][C:18]3[CH:23]=[CH:22][CH:21]=[CH:20][CH:19]=3)[NH:11][C:10]2=[O:24])=[N:6][CH:7]=1.[C:25]1(C)[C:26]([S:31](Cl)(=[O:33])=[O:32])=[CH:27][CH:28]=[CH:29][CH:30]=1.[C:36]1(C)C=CC=CC=1. Product: [C:29]1([CH3:36])[CH:30]=[CH:25][C:26]([S:31]([C:2]2[CH:3]=[CH:4][C:5]([CH:8]=[C:9]3[NH:14][C:13](=[O:15])[C:12](=[CH:16][CH2:17][C:18]4[CH:23]=[CH:22][CH:21]=[CH:20][CH:19]=4)[NH:11][C:10]3=[O:24])=[N:6][CH:7]=2)(=[O:32])=[O:33])=[CH:27][CH:28]=1. The catalyst class is: 2. (5) Reactant: [CH2:1]([N:8]([CH:29]1[CH2:37][C:36]2[C:31](=[CH:32][C:33]([CH2:40][CH3:41])=[C:34]([CH2:38][CH3:39])[CH:35]=2)[CH2:30]1)[CH2:9][C:10]([C:12]1[CH:17]=[CH:16][C:15]([O:18][CH2:19][C:20]2[CH:25]=[CH:24][CH:23]=[CH:22][CH:21]=2)=[C:14]([N+:26]([O-])=O)[CH:13]=1)=[O:11])[C:2]1[CH:7]=[CH:6][CH:5]=[CH:4][CH:3]=1. Product: [NH2:26][C:14]1[CH:13]=[C:12]([C:10](=[O:11])[CH2:9][N:8]([CH2:1][C:2]2[CH:3]=[CH:4][CH:5]=[CH:6][CH:7]=2)[CH:29]2[CH2:30][C:31]3[C:36](=[CH:35][C:34]([CH2:38][CH3:39])=[C:33]([CH2:40][CH3:41])[CH:32]=3)[CH2:37]2)[CH:17]=[CH:16][C:15]=1[O:18][CH2:19][C:20]1[CH:21]=[CH:22][CH:23]=[CH:24][CH:25]=1. The catalyst class is: 8. (6) Reactant: [F:1][C:2]([F:11])([F:10])[C:3]1[CH:4]=[C:5]([OH:9])[CH:6]=[CH:7][CH:8]=1.[CH2:12]([O:14][C:15](=[O:19])[C:16]#[C:17][CH3:18])[CH3:13].N12CCCN=C1CCCCC2. Product: [CH2:12]([O:14][C:15](=[O:19])[CH:16]=[C:17]([O:9][C:5]1[CH:6]=[CH:7][CH:8]=[C:3]([C:2]([F:10])([F:11])[F:1])[CH:4]=1)[CH3:18])[CH3:13]. The catalyst class is: 7. (7) Reactant: [CH:1]1[C:10]2[N:9]3[CH2:11][CH2:12][CH2:13][CH2:14][CH2:15][CH:8]3[CH2:7][N:6]([CH2:16][C:17]([NH2:19])=O)[C:5]=2[CH:4]=[CH:3][CH:2]=1.CO.Cl. Product: [CH:1]1[C:10]2[N:9]3[CH2:11][CH2:12][CH2:13][CH2:14][CH2:15][CH:8]3[CH2:7][N:6]([CH2:16][CH2:17][NH2:19])[C:5]=2[CH:4]=[CH:3][CH:2]=1. The catalyst class is: 56.